From a dataset of Reaction yield outcomes from USPTO patents with 853,638 reactions. Predict the reaction yield, written as a fraction of the theoretical maximum amount of product (1.0 means a 100% yield; for example, 0.34 means a 34% yield). (1) The reactants are [C:1]([C:5]1[CH:10]=[CH:9][C:8]([N+:11]([O-:13])=[O:12])=[CH:7][C:6]=1[S:14](Cl)(=[O:16])=[O:15])([CH3:4])([CH3:3])[CH3:2].[NH4+:18].[OH-]. The catalyst is CCOCC.O. The product is [C:1]([C:5]1[CH:10]=[CH:9][C:8]([N+:11]([O-:13])=[O:12])=[CH:7][C:6]=1[S:14]([NH2:18])(=[O:16])=[O:15])([CH3:4])([CH3:3])[CH3:2]. The yield is 0.340. (2) The reactants are [O:1]1[CH2:5][CH2:4][CH:3]([CH2:6][C:7]([OH:9])=[O:8])[CH2:2]1.S(=O)(=O)(O)O.[CH3:15]O. The catalyst is CCOCC. The product is [O:1]1[CH2:5][CH2:4][CH:3]([CH2:6][C:7]([O:9][CH3:15])=[O:8])[CH2:2]1. The yield is 0.680. (3) The reactants are C[O:2][C:3]([C:5]1[CH:23]=[CH:22][CH:21]=[CH:20][C:6]=1[O:7][C:8]1[S:12][C:11]([C:13]([O:15][CH3:16])=[O:14])=[CH:10][C:9]=1[N+:17]([O-])=O)=O. The catalyst is C(O)(=O)C.[Fe]. The product is [O:2]=[C:3]1[C:5]2[CH:23]=[CH:22][CH:21]=[CH:20][C:6]=2[O:7][C:8]2[S:12][C:11]([C:13]([O:15][CH3:16])=[O:14])=[CH:10][C:9]=2[NH:17]1. The yield is 0.810. (4) The reactants are [NH2:1][C:2]1[CH:7]=[CH:6][C:5]([C@@H:8]2[O:13][CH2:12][CH2:11][N:10]([C:14]([O:16][C:17]([CH3:20])([CH3:19])[CH3:18])=[O:15])[CH2:9]2)=[CH:4][CH:3]=1.Cl[C:22]1[CH:27]=[C:26]([C:28]([F:31])([F:30])[F:29])[N:25]=[CH:24][N:23]=1.C(N(C(C)C)CC)(C)C.O. The catalyst is CC(N(C)C)=O. The product is [F:29][C:28]([F:31])([F:30])[C:26]1[N:25]=[CH:24][N:23]=[C:22]([NH:1][C:2]2[CH:7]=[CH:6][C:5]([C@H:8]3[O:13][CH2:12][CH2:11][N:10]([C:14]([O:16][C:17]([CH3:20])([CH3:19])[CH3:18])=[O:15])[CH2:9]3)=[CH:4][CH:3]=2)[CH:27]=1. The yield is 0.890. (5) The reactants are [F:1][C:2]1[CH:3]=[CH:4][C:5]2[C:11](=O)[C:10]3[CH:13]=[CH:14][CH:15]=[N:16][C:9]=3[CH2:8][O:7][C:6]=2[CH:17]=1.[C@H:18](O)(C([O-])=O)[C@@H](O)C([O-])=O.[Na+].[K+]. The catalyst is [CH3-].C[Al+]C.[CH-]1C=CC=C1.[CH-]1C=CC=C1.[Cl-].[Ti+3].O1CCCC1. The product is [F:1][C:2]1[CH:3]=[CH:4][C:5]2[C:11](=[CH2:18])[C:10]3[CH:13]=[CH:14][CH:15]=[N:16][C:9]=3[CH2:8][O:7][C:6]=2[CH:17]=1. The yield is 0.740. (6) The reactants are [CH3:1][C:2]1[CH:10]=[CH:9][CH:8]=[C:7]2[C:3]=1[CH2:4][C:5](=[O:11])[NH:6]2.[Cl:12]N1C(=O)CCC1=O.FC(F)(F)C(O)=O. The catalyst is C(#N)C. The product is [Cl:12][C:10]1[C:2]([CH3:1])=[C:3]2[C:7](=[CH:8][CH:9]=1)[NH:6][C:5](=[O:11])[CH2:4]2. The yield is 0.680. (7) The reactants are OC([C:4]([F:7])([F:6])[F:5])=O.[CH3:8][O:9][C:10]([NH:12][C@@H:13]([CH:49]([CH3:51])[CH3:50])[C:14]([N:16]1[CH2:20][C@@H:19]([CH3:21])[CH2:18][C@H:17]1[C:22]1[NH:23][C:24]2[CH:34]=[CH:33][C:32]3[C:27](=[CH:28][CH:29]=[C:30]([C:35]4[CH:43]=[CH:42][C:38]([C:39](O)=[O:40])=[CH:37][C:36]=4[O:44]C(F)(F)F)[CH:31]=3)[C:25]=2[N:26]=1)=[O:15])=[O:11].CN(C(ON1N=NC2C=CC=NC1=2)=[N+](C)C)C.F[P-](F)(F)(F)(F)F.[C:76]([O:80][C:81]([N:83]1[CH2:88][CH2:87][N:86]([C:89]2[CH:94]=[CH:93][C:92]([NH2:95])=[CH:91][N:90]=2)[C@H:85]([CH3:96])[CH2:84]1)=[O:82])([CH3:79])([CH3:78])[CH3:77].CCN(C(C)C)C(C)C. The catalyst is CC(N(C)C)=O. The product is [C:76]([O:80][C:81]([N:83]1[CH2:88][CH2:87][N:86]([C:89]2[CH:94]=[CH:93][C:92]([NH:95][C:39](=[O:40])[C:38]3[CH:42]=[CH:43][C:35]([C:30]4[CH:31]=[C:32]5[C:27](=[CH:28][CH:29]=4)[C:25]4[N:26]=[C:22]([C@@H:17]6[CH2:18][C@H:19]([CH3:21])[CH2:20][N:16]6[C:14](=[O:15])[C@@H:13]([NH:12][C:10]([O:9][CH3:8])=[O:11])[CH:49]([CH3:50])[CH3:51])[NH:23][C:24]=4[CH:34]=[CH:33]5)=[C:36]([O:44][C:4]([F:5])([F:6])[F:7])[CH:37]=3)=[CH:91][N:90]=2)[C@H:85]([CH3:96])[CH2:84]1)=[O:82])([CH3:79])([CH3:77])[CH3:78]. The yield is 0.950.